Dataset: Reaction yield outcomes from USPTO patents with 853,638 reactions. Task: Predict the reaction yield, written as a fraction of the theoretical maximum amount of product (1.0 means a 100% yield; for example, 0.34 means a 34% yield). (1) The catalyst is [Pd].[Hg].CO. The yield is 0.490. The reactants are [CH2:1]([N:8]1[C:16]2[C:11](=[C:12]([O:17]CC3C=CC=CC=3)[CH:13]=[CH:14][CH:15]=2)[CH:10]=[C:9]1[CH3:25])[C:2]1[CH:7]=[CH:6][CH:5]=[CH:4][CH:3]=1.C(OCC)(=O)C. The product is [CH2:1]([N:8]1[C:16]2[CH:15]=[CH:14][CH:13]=[C:12]([OH:17])[C:11]=2[CH:10]=[C:9]1[CH3:25])[C:2]1[CH:3]=[CH:4][CH:5]=[CH:6][CH:7]=1. (2) The yield is 0.620. The product is [Br:22][C:5]1[C:6](=[O:8])[NH:7][C:2](=[O:1])[N:3]([C:9]([NH:11][CH2:12][CH2:13][CH2:14][CH2:15][CH2:16][CH3:21])=[O:10])[CH:4]=1. The reactants are [O:1]=[C:2]1[NH:7][C:6](=[O:8])[CH:5]=[CH:4][N:3]1[C:9]([NH:11][CH2:12][CH2:13][CH2:14][CH2:15][C:16]1[CH:21]=CC=CC=1)=[O:10].[Br:22]C1C(=O)NC(=O)NC=1. No catalyst specified. (3) The reactants are [CH3:1][O:2][C:3]([C:5]1[C:14]2[C:9](=[C:10]([NH2:15])[CH:11]=[CH:12][CH:13]=2)[N:8]=[CH:7][CH:6]=1)=[O:4].[N+:16]([C:19]1[CH:24]=[CH:23][CH:22]=[CH:21][C:20]=1[S:25](Cl)(=[O:27])=[O:26])([O-:18])=[O:17].N1C=CC=CC=1. The catalyst is CN(C1C=CN=CC=1)C.C(Cl)Cl. The product is [CH3:1][O:2][C:3]([C:5]1[C:14]2[C:9](=[C:10]([NH:15][S:25]([C:20]3[CH:21]=[CH:22][CH:23]=[CH:24][C:19]=3[N+:16]([O-:18])=[O:17])(=[O:26])=[O:27])[CH:11]=[CH:12][CH:13]=2)[N:8]=[CH:7][CH:6]=1)=[O:4]. The yield is 0.700. (4) The yield is 0.540. The reactants are [C:1]1([OH:7])[CH:6]=[CH:5][CH:4]=[CH:3][CH:2]=1.CC(C)([O-])C.[K+].I[C:15]1[CH:16]=[CH:17][C:18]2[N:19]([CH:21]=[C:22]([NH:24][C:25]([CH:27]3[CH2:29][CH2:28]3)=[O:26])[N:23]=2)[N:20]=1.C(=O)([O-])[O-].[K+].[K+]. The catalyst is CN(C)C=O. The product is [O:7]([C:15]1[CH:16]=[CH:17][C:18]2[N:19]([CH:21]=[C:22]([NH:24][C:25]([CH:27]3[CH2:28][CH2:29]3)=[O:26])[N:23]=2)[N:20]=1)[C:1]1[CH:6]=[CH:5][CH:4]=[CH:3][CH:2]=1. (5) The reactants are [F:1][C:2]1[CH:7]=[CH:6][C:5]([C:8]2[N+:9]([CH3:14])=[N:10]O[C:12]=2[O-])=[CH:4][CH:3]=1.[C:15]([Sn:17]([CH2:26][CH2:27][CH2:28][CH3:29])([CH2:22][CH2:23][CH2:24][CH3:25])[CH2:18][CH2:19][CH2:20][CH3:21])#C. The catalyst is C1(C)C=CC=C(C)C=1.C1(C)C=CC=CC=1. The product is [F:1][C:2]1[CH:7]=[CH:6][C:5]([C:8]2[N:9]([CH3:14])[N:10]=[C:15]([Sn:17]([CH2:18][CH2:19][CH2:20][CH3:21])([CH2:26][CH2:27][CH2:28][CH3:29])[CH2:22][CH2:23][CH2:24][CH3:25])[CH:12]=2)=[CH:4][CH:3]=1. The yield is 0.220.